Dataset: Catalyst prediction with 721,799 reactions and 888 catalyst types from USPTO. Task: Predict which catalyst facilitates the given reaction. Reactant: [CH:1]([C:3]1[NH:4][C:5]2[CH2:6][CH2:7][CH2:8][CH2:9][C:10]=2[C:11]=1[CH2:12][CH2:13][C:14]([OH:16])=[O:15])=O.[CH3:17][C:18]1[CH:19]=[C:20]2[C:24](=[CH:25][CH:26]=1)[NH:23][C:22](=[O:27])[CH2:21]2.N1CCCCC1.C(O)(=O)C. Product: [CH3:17][C:18]1[CH:19]=[C:20]2[C:24](=[CH:25][CH:26]=1)[NH:23][C:22](=[O:27])[C:21]2=[CH:1][C:3]1[NH:4][C:5]2[CH2:6][CH2:7][CH2:8][CH2:9][C:10]=2[C:11]=1[CH2:12][CH2:13][C:14]([OH:16])=[O:15]. The catalyst class is: 8.